From a dataset of Forward reaction prediction with 1.9M reactions from USPTO patents (1976-2016). Predict the product of the given reaction. (1) Given the reactants Br[CH2:2][CH2:3][CH2:4][O:5][C:6]1[CH:11]=[CH:10][C:9]([C:12]2[C:13]3[CH:20]=[CH:19][CH:18]=[CH:17][C:14]=3[S:15][CH:16]=2)=[CH:8][CH:7]=1.[CH2:21]([NH2:28])[C:22]1[CH:27]=[CH:26][CH:25]=[CH:24][CH:23]=1.C(=O)([O-])[O-].[K+].[K+].C(#N)C, predict the reaction product. The product is: [S:15]1[CH:16]=[C:12]([C:9]2[CH:10]=[CH:11][C:6]([O:5][CH2:4][CH2:3][CH2:2][NH:28][CH2:21][C:22]3[CH:27]=[CH:26][CH:25]=[CH:24][CH:23]=3)=[CH:7][CH:8]=2)[C:13]2[CH:20]=[CH:19][CH:18]=[CH:17][C:14]1=2. (2) Given the reactants [CH2:1]([N:8]([CH2:12][C:13]([CH3:15])=[CH2:14])[CH2:9][CH2:10][OH:11])[C:2]1[CH:7]=[CH:6][CH:5]=[CH:4][CH:3]=1.C([O-])(=O)C.[OH-].[Na+].[BH4-].[Na+], predict the reaction product. The product is: [CH2:1]([N:8]1[CH2:9][CH2:10][O:11][C:13]([CH3:15])([CH3:14])[CH2:12]1)[C:2]1[CH:7]=[CH:6][CH:5]=[CH:4][CH:3]=1. (3) The product is: [CH3:38][C:36](=[CH2:37])[CH2:35][O:34][C@@H:19]1[C@@H:20]([O:29][CH2:30][C:31]([CH3:33])=[CH2:32])[C@@H:21]([CH2:22][O:23][CH2:24][C:25]([CH3:27])=[CH2:26])[O:28][C:13](=[O:15])[C@@H:12]([NH:11][C:9](=[O:10])[O:8][CH2:1][C:2]2[CH:3]=[CH:4][CH:5]=[CH:6][CH:7]=2)[CH2:16][O:17][CH2:18]1.[CH3:38][C:36](=[CH2:37])[CH2:35][O:34][C@@H:19]1[C@@H:20]([O:29][CH2:30][C:31]([CH3:33])=[CH2:32])[C@@H:21]([CH2:22][O:23][CH2:24][C:25]([CH3:27])=[CH2:26])[O:28][C:13](=[O:14])[C@H:12]([NH:11][C:9](=[O:10])[O-:8])[CH2:16][O:17][CH2:18]1. Given the reactants [CH2:1]([O:8][C:9]([NH:11][C@@H:12]([CH2:16][O:17][CH2:18][C@H:19]([O:34][CH2:35][C:36]([CH3:38])=[CH2:37])[C@@H:20]([O:29][CH2:30][C:31]([CH3:33])=[CH2:32])[C@H:21]([OH:28])[CH2:22][O:23][CH2:24][C:25]([CH3:27])=[CH2:26])[C:13]([OH:15])=[O:14])=[O:10])[C:2]1[CH:7]=[CH:6][CH:5]=[CH:4][CH:3]=1.CC1C=CC=C([N+]([O-])=O)C=1C(OC(C1C([N+]([O-])=O)=CC=CC=1C)=O)=O, predict the reaction product. (4) Given the reactants [H-].[Na+].[C:3]([O:7][C:8](=[O:38])[NH:9][C:10]1[CH:15]=[CH:14][C:13]([O:16][CH2:17][C:18]2[N:19]([C:26]3[CH:31]=[CH:30][CH:29]=[CH:28][C:27]=3[O:32][C:33]([F:36])([F:35])[F:34])[N:20]=[CH:21][C:22]=2[CH:23]2[CH2:25][CH2:24]2)=[CH:12][C:11]=1[CH3:37])([CH3:6])([CH3:5])[CH3:4].I[CH3:40], predict the reaction product. The product is: [C:3]([O:7][C:8](=[O:38])[N:9]([C:10]1[CH:15]=[CH:14][C:13]([O:16][CH2:17][C:18]2[N:19]([C:26]3[CH:31]=[CH:30][CH:29]=[CH:28][C:27]=3[O:32][C:33]([F:36])([F:34])[F:35])[N:20]=[CH:21][C:22]=2[CH:23]2[CH2:25][CH2:24]2)=[CH:12][C:11]=1[CH3:37])[CH3:40])([CH3:6])([CH3:5])[CH3:4]. (5) Given the reactants [Cl:1][C:2]1[CH:7]=[CH:6][CH:5]=[CH:4][C:3]=1[C:8](=[CH:25][N:26](C)C)[C:9]([C:11]1[S:24][C:14]2[C:15]3[CH:23]=[CH:22][CH:21]=[CH:20][C:16]=3[O:17][CH2:18][CH2:19][C:13]=2[CH:12]=1)=O.[NH2:29]N, predict the reaction product. The product is: [Cl:1][C:2]1[CH:7]=[CH:6][CH:5]=[CH:4][C:3]=1[C:8]1[C:9]([C:11]2[S:24][C:14]3[C:15]4[CH:23]=[CH:22][CH:21]=[CH:20][C:16]=4[O:17][CH2:18][CH2:19][C:13]=3[CH:12]=2)=[N:29][NH:26][CH:25]=1.